From a dataset of Full USPTO retrosynthesis dataset with 1.9M reactions from patents (1976-2016). Predict the reactants needed to synthesize the given product. (1) Given the product [CH3:12][N:11]([CH3:13])[C:8]1[O:9][C:10]2[C:6](=[C:5]([C:14]#[N:15])[C:4]([CH3:16])=[C:3]([C:17]3[CH:22]=[CH:21][CH:20]=[CH:19][CH:18]=3)[C:2]=2[N:34]2[CH2:35][CH2:36][C@H:32]([N:31]([CH3:37])[CH3:30])[CH2:33]2)[N:7]=1, predict the reactants needed to synthesize it. The reactants are: F[C:2]1[C:3]([C:17]2[CH:22]=[CH:21][CH:20]=[CH:19][CH:18]=2)=[C:4]([CH3:16])[C:5]([C:14]#[N:15])=[C:6]2[C:10]=1[O:9][C:8]([N:11]([CH3:13])[CH3:12])=[N:7]2.C(N(CC)CC)C.[CH3:30][N:31]([CH3:37])[C@H:32]1[CH2:36][CH2:35][NH:34][CH2:33]1. (2) Given the product [Cl:41][C:37]1[CH:38]=[CH:39][CH:40]=[C:35]([Cl:34])[C:36]=1[CH2:42][CH2:43][CH2:44][N:45]1[C:50](=[O:51])[C:49]([CH2:52][N:11]2[CH2:12][CH2:13][N:8]([CH3:6])[CH2:9][CH2:10]2)=[CH:48][C:47]([C:58]2[CH:63]=[CH:62][C:61]([F:64])=[C:60]([CH3:65])[CH:59]=2)=[N:46]1, predict the reactants needed to synthesize it. The reactants are: C(O[C:6]([N:8]1[CH2:13][CH2:12][N:11](C2C(=O)N(CC(C)C)N=C(C3C=CC(C)=C(F)C=3)C=2C)[CH2:10][CH2:9]1)=O)(C)(C)C.[Cl:34][C:35]1[CH:40]=[CH:39][CH:38]=[C:37]([Cl:41])[C:36]=1[CH2:42][CH2:43][CH2:44][N:45]1[C:50](=[O:51])[C:49]([CH2:52]OS(C)(=O)=O)=[CH:48][C:47]([C:58]2[CH:63]=[CH:62][C:61]([F:64])=[C:60]([CH3:65])[CH:59]=2)=[N:46]1. (3) Given the product [Cl:25][C:26]1[CH:31]=[CH:30][C:29]([N:32]2[C:5]([C:7]3[C:12](=[O:13])[CH:11]=[CH:10][N:9]([C:14]4[CH:19]=[CH:18][C:17]([S:20]([CH3:23])(=[O:22])=[O:21])=[CH:16][CH:15]=4)[N:8]=3)=[CH:4][CH:3]=[N:2]2)=[CH:28][CH:27]=1, predict the reactants needed to synthesize it. The reactants are: C[N:2](C)/[CH:3]=[CH:4]/[C:5]([C:7]1[C:12](=[O:13])[CH:11]=[CH:10][N:9]([C:14]2[CH:19]=[CH:18][C:17]([S:20]([CH3:23])(=[O:22])=[O:21])=[CH:16][CH:15]=2)[N:8]=1)=O.[Cl:25][C:26]1[CH:31]=[CH:30][C:29]([NH:32]N)=[CH:28][CH:27]=1. (4) Given the product [NH2:27][C:8]1[N:7]=[C:6]([O:5][CH2:1][CH2:2][CH2:3][CH3:4])[N:14]=[C:13]2[C:9]=1[NH:10][C:11](=[O:25])[N:12]2[CH2:15][CH2:16][CH2:17][CH2:18][CH:19]1[CH2:20][CH2:21][N:22]([CH:29]2[CH2:33][CH2:32][CH2:31][CH2:30]2)[CH2:23][CH2:24]1, predict the reactants needed to synthesize it. The reactants are: [CH2:1]([O:5][C:6]1[N:14]=[C:13]2[C:9]([N:10]=[C:11]([O:25]C)[N:12]2[CH2:15][CH2:16][CH2:17][CH2:18][CH:19]2[CH2:24][CH2:23][NH:22][CH2:21][CH2:20]2)=[C:8]([NH2:27])[N:7]=1)[CH2:2][CH2:3][CH3:4].I[CH:29]1[CH2:33][CH2:32][CH2:31][CH2:30]1. (5) Given the product [CH2:1]([C:8]1[CH:9]=[N:10][C:11]2[C:16]([C:17]=1[C:18]1[CH:19]=[C:20]([NH:24][CH2:29][C:30]3[CH:37]=[CH:36][CH:35]=[CH:34][C:31]=3[CH3:32])[CH:21]=[CH:22][CH:23]=1)=[CH:15][CH:14]=[CH:13][C:12]=2[C:25]([F:28])([F:26])[F:27])[C:2]1[CH:3]=[CH:4][CH:5]=[CH:6][CH:7]=1, predict the reactants needed to synthesize it. The reactants are: [CH2:1]([C:8]1[CH:9]=[N:10][C:11]2[C:16]([C:17]=1[C:18]1[CH:19]=[C:20]([NH2:24])[CH:21]=[CH:22][CH:23]=1)=[CH:15][CH:14]=[CH:13][C:12]=2[C:25]([F:28])([F:27])[F:26])[C:2]1[CH:7]=[CH:6][CH:5]=[CH:4][CH:3]=1.[CH3:29][C:30]1[CH:37]=[CH:36][CH:35]=[CH:34][C:31]=1[CH:32]=O. (6) Given the product [CH:1]1([C:4]2[NH:8][C:7]3[CH:9]=[C:10]([C:14]4[C:15]([CH3:20])=[N:16][O:17][C:18]=4[CH3:19])[CH:11]=[C:12]([C:26]4[C:22]([CH3:21])=[N:23][O:24][C:25]=4[CH3:36])[C:6]=3[N:5]=2)[CH2:3][CH2:2]1, predict the reactants needed to synthesize it. The reactants are: [CH:1]1([C:4]2[NH:8][C:7]3[CH:9]=[C:10]([C:14]4[C:15]([CH3:20])=[N:16][O:17][C:18]=4[CH3:19])[CH:11]=[C:12](I)[C:6]=3[N:5]=2)[CH2:3][CH2:2]1.[CH3:21][C:22]1[C:26](B2OC(C)(C)C(C)(C)O2)=[C:25]([CH3:36])[O:24][N:23]=1.C([O-])([O-])=O.[Cs+].[Cs+]. (7) The reactants are: [Cl:1][C:2]1[C:3]([I:15])=[CH:4][C:5]2[N:9]=[C:8]([S:10]([CH3:13])(=[O:12])=[O:11])[NH:7][C:6]=2[CH:14]=1.[H-].[Na+].[CH2:18](Br)[C:19]1[CH:24]=[CH:23][CH:22]=[CH:21][CH:20]=1. Given the product [CH2:18]([N:7]1[C:6]2[CH:14]=[C:2]([Cl:1])[C:3]([I:15])=[CH:4][C:5]=2[N:9]=[C:8]1[S:10]([CH3:13])(=[O:12])=[O:11])[C:19]1[CH:24]=[CH:23][CH:22]=[CH:21][CH:20]=1, predict the reactants needed to synthesize it.